From a dataset of Forward reaction prediction with 1.9M reactions from USPTO patents (1976-2016). Predict the product of the given reaction. (1) Given the reactants Cl[C:2]1[N:7]=[C:6]([Cl:8])[N:5]=[C:4]2[N:9]([CH:12]3[CH2:14][CH2:13]3)[N:10]=[CH:11][C:3]=12.C(N(CC)CC)C.[C@H:22]12[NH:29][C@H:26]([CH2:27][CH2:28]1)[CH2:25][O:24][CH2:23]2, predict the reaction product. The product is: [Cl:8][C:6]1[N:5]=[C:4]2[N:9]([CH:12]3[CH2:14][CH2:13]3)[N:10]=[CH:11][C:3]2=[C:2]([N:29]2[C@@H:22]3[CH2:28][CH2:27][C@H:26]2[CH2:25][O:24][CH2:23]3)[N:7]=1. (2) The product is: [Cl:37][C:29]1[CH:30]=[CH:31][C:32]2[O:33][CH2:34][O:35][C:36]=2[C:28]=1[NH:27][C:25]1[CH:24]=[CH:23][N:22]=[C:21]([NH:13][C:11]2[CH:10]=[C:9]([N:14]3[CH2:15][CH2:16][O:17][CH2:18][CH2:19]3)[N:8]=[C:7]([N:4]3[CH2:5][CH2:6][O:1][CH2:2][CH2:3]3)[CH:12]=2)[N:26]=1. Given the reactants [O:1]1[CH2:6][CH2:5][N:4]([C:7]2[CH:12]=[C:11]([NH2:13])[CH:10]=[C:9]([N:14]3[CH2:19][CH2:18][O:17][CH2:16][CH2:15]3)[N:8]=2)[CH2:3][CH2:2]1.Cl[C:21]1[N:26]=[C:25]([NH:27][C:28]2[C:36]3[O:35][CH2:34][O:33][C:32]=3[CH:31]=[CH:30][C:29]=2[Cl:37])[CH:24]=[CH:23][N:22]=1.N12CCCN=C1CCCCC2.CC1(C)C2C=CC=C(P(C3C=CC=CC=3)C3C=CC=CC=3)C=2OC2C1=CC=CC=2P(C1C=CC=CC=1)C1C=CC=CC=1, predict the reaction product. (3) Given the reactants [O:1]=[C:2]1[CH2:5][CH2:4][N:3]1[C:6]1[N:13]=[CH:12][CH:11]=[CH:10][C:7]=1[C:8]#[N:9].C(O)(=O)C.[Br:18]Br, predict the reaction product. The product is: [BrH:18].[Br:18][C:11]1[CH:12]=[N:13][C:6]2[NH:3][CH2:4][CH2:5][C:2](=[O:1])[NH:9][CH2:8][C:7]=2[CH:10]=1. (4) Given the reactants [CH3:1][C:2]1[CH:3]=[C:4]([NH:8][C:9](=[O:11])[O-:10])[CH:5]=[N:6][CH:7]=1, predict the reaction product. The product is: [CH3:1][C@H:2]1[CH2:7][NH:6][CH2:5][C@@H:4]([NH:8][C:9](=[O:10])[O:11][C:2]([CH3:3])([CH3:7])[CH3:1])[CH2:3]1. (5) Given the reactants [Br:1][C:2]1[CH:3]=[C:4]2[C:15]([CH3:17])(O)[C:14]3[C:9](=[CH:10][CH:11]=[C:12]([I:18])[CH:13]=3)[O:8][C:5]2=[N:6][CH:7]=1, predict the reaction product. The product is: [Br:1][C:2]1[CH:3]=[C:4]2[C:15](=[CH2:17])[C:14]3[C:9](=[CH:10][CH:11]=[C:12]([I:18])[CH:13]=3)[O:8][C:5]2=[N:6][CH:7]=1. (6) Given the reactants [CH2:1]([O:4][C:5]1([CH3:51])[CH2:10][CH2:9][N:8]([C:11]2[N:16]3[N:17]=[C:18]([C:20]4[CH:21]=[C:22]([C:27]5[C:32]([O:33][C@H:34]([CH2:36]C=C)[CH3:35])=[CH:31][CH:30]=[CH:29][C:28]=5[Cl:39])[C:23]([CH3:26])=[CH:24][CH:25]=4)[CH:19]=[C:15]3[N:14]=[C:13]([CH3:40])[C:12]=2[C@H:41]([O:46][C:47]([CH3:50])([CH3:49])[CH3:48])[C:42]([O:44][CH3:45])=[O:43])[CH2:7][CH2:6]1)[CH:2]=[CH2:3], predict the reaction product. The product is: [Cl:39][C:28]1[CH:29]=[CH:30][CH:31]=[C:32]2[C:27]=1[C:22]1[CH:21]=[C:20]([C:18]3[CH:19]=[C:15]4[N:14]=[C:13]([CH3:40])[C:12]([C@H:41]([O:46][C:47]([CH3:48])([CH3:49])[CH3:50])[C:42]([O:44][CH3:45])=[O:43])=[C:11]([N:8]5[CH2:7][CH2:6][C:5]([CH3:51])([O:4][CH2:1][CH:2]=[CH:3][CH2:35][C@H:34]([CH3:36])[O:33]2)[CH2:10][CH2:9]5)[N:16]4[N:17]=3)[CH:25]=[CH:24][C:23]=1[CH3:26]. (7) Given the reactants [Cl:1][C:2]1[C:3]([N:12]2[CH:29]=[C:15]3[C:16]([NH:21][C:22]4[CH:27]=[C:26]([CH3:28])[N:25]=[CH:24][N:23]=4)=[N:17][CH:18]=[C:19]([F:20])[C:14]3=[N:13]2)=[C:4]([CH:7]=[C:8]([CH:10]=C)[CH:9]=1)[C:5]#[N:6].I([O-])(=O)(=O)=[O:31].[Na+], predict the reaction product. The product is: [Cl:1][C:2]1[C:3]([N:12]2[CH:29]=[C:15]3[C:16]([NH:21][C:22]4[CH:27]=[C:26]([CH3:28])[N:25]=[CH:24][N:23]=4)=[N:17][CH:18]=[C:19]([F:20])[C:14]3=[N:13]2)=[C:4]([CH:7]=[C:8]([CH:10]=[O:31])[CH:9]=1)[C:5]#[N:6]. (8) Given the reactants [Li+].[OH-].C([O:5][C:6](=[O:15])[CH2:7][CH2:8][C:9]1[CH2:14][CH2:13][CH2:12][CH2:11][CH:10]=1)C, predict the reaction product. The product is: [C:9]1([CH2:8][CH2:7][C:6]([OH:15])=[O:5])[CH2:14][CH2:13][CH2:12][CH2:11][CH:10]=1.